This data is from Full USPTO retrosynthesis dataset with 1.9M reactions from patents (1976-2016). The task is: Predict the reactants needed to synthesize the given product. (1) Given the product [F:1][C:2]1[CH:3]=[C:4]([CH:37]=[CH:38][CH:39]=1)[CH2:5][O:6][C:7]1[CH:35]=[CH:34][C:10]([NH:11][C:12]2[C:21]3[C:16](=[CH:17][CH:18]=[C:19]([C:22]4[O:26][C:25]([CH:27]=[CH:28][C:29]([OH:31])=[O:30])=[CH:24][CH:23]=4)[CH:20]=3)[N:15]=[CH:14][N:13]=2)=[CH:9][C:8]=1[Cl:36], predict the reactants needed to synthesize it. The reactants are: [F:1][C:2]1[CH:3]=[C:4]([CH:37]=[CH:38][CH:39]=1)[CH2:5][O:6][C:7]1[CH:35]=[CH:34][C:10]([NH:11][C:12]2[C:21]3[C:16](=[CH:17][CH:18]=[C:19]([C:22]4[O:26][C:25]([CH:27]=[CH:28][C:29]([O:31]CC)=[O:30])=[CH:24][CH:23]=4)[CH:20]=3)[N:15]=[CH:14][N:13]=2)=[CH:9][C:8]=1[Cl:36].[OH-].[Na+]. (2) Given the product [CH:25]([C:7]1[CH:8]=[C:9]([CH:13]=[C:14]([S:16]([F:21])([F:20])([F:19])([F:18])[F:17])[CH:15]=1)[C:10]([OH:12])=[O:11])=[O:26], predict the reactants needed to synthesize it. The reactants are: CC([Mg]Cl)C.Br[C:7]1[CH:8]=[C:9]([CH:13]=[C:14]([S:16]([F:21])([F:20])([F:19])([F:18])[F:17])[CH:15]=1)[C:10]([OH:12])=[O:11].CN([CH:25]=[O:26])C.Cl. (3) Given the product [Cl:1][C:2]1[C:11]([C:12]([OH:16])=[O:13])=[C:10]([Cl:14])[C:9]2[CH2:8][CH2:7][CH2:6][CH2:5][C:4]=2[N:3]=1, predict the reactants needed to synthesize it. The reactants are: [Cl:1][C:2]1[C:11]([CH:12]=[O:13])=[C:10]([Cl:14])[C:9]2[CH2:8][CH2:7][CH2:6][CH2:5][C:4]=2[N:3]=1.Cl([O-])=[O:16].[Na+].S(=O)(=O)(O)N. (4) Given the product [CH3:43][N:38]([C:5]1[CH:4]=[CH:3][C:2]([CH3:1])=[CH:37][C:6]=1[CH2:7][N:8]1[C:12]2[N:13]=[C:14]([NH:17][C:18]3[CH:19]=[CH:20][C:21]([N:24]4[CH2:25][CH2:26][NH:27][CH2:28][CH2:29]4)=[CH:22][CH:23]=3)[N:15]=[CH:16][C:11]=2[CH:10]=[CH:9]1)[S:39]([CH3:42])(=[O:41])=[O:40], predict the reactants needed to synthesize it. The reactants are: [CH3:1][C:2]1[CH:3]=[CH:4][C:5]([N:38]([CH3:43])[S:39]([CH3:42])(=[O:41])=[O:40])=[C:6]([CH:37]=1)[CH2:7][N:8]1[C:12]2[N:13]=[C:14]([NH:17][C:18]3[CH:23]=[CH:22][C:21]([N:24]4[CH2:29][CH2:28][N:27](C(OC(C)(C)C)=O)[CH2:26][CH2:25]4)=[CH:20][CH:19]=3)[N:15]=[CH:16][C:11]=2[CH:10]=[CH:9]1.FC(F)(F)C(O)=O.CO.C(Cl)Cl.C([O-])(O)=O.[Na+]. (5) Given the product [Br:1][C:2]1[CH:3]=[CH:4][C:5]([C@H:8]2[CH2:10][C@@H:9]2[CH:11]=[O:12])=[CH:6][CH:7]=1, predict the reactants needed to synthesize it. The reactants are: [Br:1][C:2]1[CH:7]=[CH:6][C:5]([C@H:8]2[CH2:10][C@@H:9]2[C:11](N2[C@@H]3C[C@@H]4C(C)(C)[C@]3(CC4)CS2(=O)=O)=[O:12])=[CH:4][CH:3]=1.[H-].C([Al+]CC(C)C)C(C)C.C(=O)=O.[Cl-].[NH4+].